This data is from Reaction yield outcomes from USPTO patents with 853,638 reactions. The task is: Predict the reaction yield, written as a fraction of the theoretical maximum amount of product (1.0 means a 100% yield; for example, 0.34 means a 34% yield). (1) The reactants are [Br:1][C:2]1[CH:3]=[C:4]2[C:9](=[CH:10][CH:11]=1)[C:8]([CH2:12][N:13]1[C:19](=[O:20])[C@@H:18]([NH:21][C:22](=[O:34])[C@@H:23]([N:25](C)[C:26](=O)OC(C)(C)C)[CH3:24])[C@H:17]([CH3:35])[N:16]([C:36](=[O:42])[CH2:37][S:38]([CH3:41])(=[O:40])=[O:39])[C:15]3[CH:43]=[CH:44][CH:45]=[CH:46][C:14]1=3)=[C:7]([O:47][CH3:48])[CH:6]=[CH:5]2.[ClH:49]. The catalyst is CO.CCOCC. The product is [ClH:49].[Br:1][C:2]1[CH:3]=[C:4]2[C:9](=[CH:10][CH:11]=1)[C:8]([CH2:12][N:13]1[C:19](=[O:20])[C@@H:18]([NH:21][C:22](=[O:34])[C@@H:23]([NH:25][CH3:26])[CH3:24])[C@H:17]([CH3:35])[N:16]([C:36](=[O:42])[CH2:37][S:38]([CH3:41])(=[O:40])=[O:39])[C:15]3[CH:43]=[CH:44][CH:45]=[CH:46][C:14]1=3)=[C:7]([O:47][CH3:48])[CH:6]=[CH:5]2. The yield is 0.900. (2) The reactants are [C:1]([O:5][C:6]([N:8]1[C:12]2[CH:13]=[CH:14][CH:15]=[CH:16][C:11]=2[N:10]=[C:9]1Cl)=[O:7])([CH3:4])([CH3:3])[CH3:2].[N:18]12[CH2:26][CH2:25][CH:22]([CH2:23][CH2:24]1)[NH:21][CH2:20][CH2:19]2.C1(P(C2C=CC=CC=2)C2C=CC3C(=CC=CC=3)C=2C2C3C(=CC=CC=3)C=CC=2P(C2C=CC=CC=2)C2C=CC=CC=2)C=CC=CC=1.CC(C)([O-])C.[Na+]. The catalyst is C1C=CC(/C=C/C(/C=C/C2C=CC=CC=2)=O)=CC=1.C1C=CC(/C=C/C(/C=C/C2C=CC=CC=2)=O)=CC=1.C1C=CC(/C=C/C(/C=C/C2C=CC=CC=2)=O)=CC=1.[Pd].[Pd].C1(C)C=CC=CC=1. The product is [C:1]([O:5][C:6]([N:8]1[C:12]2[CH:13]=[CH:14][CH:15]=[CH:16][C:11]=2[N:10]=[C:9]1[N:21]1[CH:22]2[CH2:25][CH2:26][N:18]([CH2:24][CH2:23]2)[CH2:19][CH2:20]1)=[O:7])([CH3:4])([CH3:3])[CH3:2]. The yield is 0.340.